Dataset: Reaction yield outcomes from USPTO patents with 853,638 reactions. Task: Predict the reaction yield, written as a fraction of the theoretical maximum amount of product (1.0 means a 100% yield; for example, 0.34 means a 34% yield). (1) The reactants are Br[C:2]1[CH:3]=[C:4]([C:8]2([C:19]3[CH:24]=[CH:23][N:22]=[C:21]([CH:25]([F:27])[F:26])[CH:20]=3)[C:16]3[C:11](=[C:12]([F:17])[CH:13]=[CH:14][CH:15]=3)[C:10]([NH2:18])=[N:9]2)[CH:5]=[CH:6][CH:7]=1.[N:28]1[CH:33]=[C:32](B(O)O)[CH:31]=[N:30][CH:29]=1.C(=O)([O-])[O-].[Cs+].[Cs+]. The catalyst is C1C=CC(P(C2C=CC=CC=2)[C-]2C=CC=C2)=CC=1.C1C=CC(P(C2C=CC=CC=2)[C-]2C=CC=C2)=CC=1.Cl[Pd]Cl.[Fe+2].COCCOC.CCO.O. The product is [F:26][CH:25]([F:27])[C:21]1[CH:20]=[C:19]([C:8]2([C:4]3[CH:5]=[CH:6][CH:7]=[C:2]([C:32]4[CH:33]=[N:28][CH:29]=[N:30][CH:31]=4)[CH:3]=3)[C:16]3[C:11](=[C:12]([F:17])[CH:13]=[CH:14][CH:15]=3)[C:10]([NH2:18])=[N:9]2)[CH:24]=[CH:23][N:22]=1. The yield is 0.600. (2) The reactants are [C:1]([O:5][CH:6]1[CH2:11][CH2:10][CH:9]([NH:12][S:13]([CH3:16])(=[O:15])=[O:14])[CH2:8][CH2:7]1)(=[O:4])[CH:2]=[CH2:3].C1CC=CC=1.[C:22]1([CH3:28])[CH:27]=CC=[CH:24][CH:23]=1. No catalyst specified. The product is [CH:3]12[CH2:28][CH:22]([CH:23]=[CH:24]1)[CH2:27][CH:2]2[C:1]([O:5][CH:6]1[CH2:11][CH2:10][CH:9]([NH:12][S:13]([CH3:16])(=[O:15])=[O:14])[CH2:8][CH2:7]1)=[O:4]. The yield is 0.980. (3) The reactants are FC(F)(F)C(O)=O.[Cl:8][C:9]1[CH:14]=[C:13]2[NH:15][C:16](=[O:38])[C:17]3([CH:21]([C:22]4[CH:27]=[CH:26][CH:25]=[C:24]([Cl:28])[C:23]=4[F:29])[CH:20]([C:30](O)=[O:31])[NH:19][CH:18]3[CH2:33][C:34]([CH3:37])([CH3:36])[CH3:35])[C:12]2=[C:11]([F:39])[CH:10]=1.C(N(C(C)C)CC)(C)C.C1(P(Cl)(C2C=CC=CC=2)=O)C=CC=CC=1.[NH2:64][C:65]1[CH:72]=[CH:71][C:68]([C:69]#[N:70])=[CH:67][CH:66]=1. The catalyst is ClCCCl. The product is [C:69]([C:68]1[CH:71]=[CH:72][C:65]([NH:64][C:30]([CH:20]2[NH:19][CH:18]([CH2:33][C:34]([CH3:35])([CH3:37])[CH3:36])[C:17]3([C:12]4[C:13](=[CH:14][C:9]([Cl:8])=[CH:10][C:11]=4[F:39])[NH:15][C:16]3=[O:38])[CH:21]2[C:22]2[CH:27]=[CH:26][CH:25]=[C:24]([Cl:28])[C:23]=2[F:29])=[O:31])=[CH:66][CH:67]=1)#[N:70]. The yield is 0.510. (4) The reactants are CO[CH:3]([O:13]C)[C:4]1[CH:11]=[CH:10][C:7]([CH:8]=O)=[CH:6][C:5]=1[F:12].[S:15]1[CH2:19][C:18](=[O:20])[NH:17][C:16]1=[O:21].N1CCCCC1.Cl. The catalyst is C(O)C. The product is [F:12][C:5]1[CH:6]=[C:7]([CH:10]=[CH:11][C:4]=1[CH:3]=[O:13])[CH:8]=[C:19]1[S:15][C:16](=[O:21])[NH:17][C:18]1=[O:20]. The yield is 0.490. (5) The reactants are [ClH:1].[CH2:2]([C:4]1[CH:5]=[CH:6][C:7]([CH2:10][CH2:11][O:12][C:13]2[CH:26]=[CH:25][C:16]([CH2:17][C@H:18]3[S:22][C:21](=[O:23])[NH:20][C:19]3=[O:24])=[CH:15][CH:14]=2)=[N:8][CH:9]=1)[CH3:3]. The catalyst is CO. The product is [ClH:1].[CH2:2]([C:4]1[CH:5]=[CH:6][C:7]([CH2:10][CH2:11][O:12][C:13]2[CH:26]=[CH:25][C:16]([CH2:17][C@H:18]3[S:22][C:21](=[O:23])[NH:20][C:19]3=[O:24])=[CH:15][CH:14]=2)=[N:8][CH:9]=1)[CH3:3]. The yield is 1.00. (6) The reactants are [CH3:1][S:2]([CH2:5][CH2:6][CH2:7][O:8][C:9]1[C:10]([CH3:19])=[C:11]2[N:16]([CH:17]=1)[N:15]=[CH:14][N:13]=[C:12]2[OH:18])(=[O:4])=[O:3].O=P(Cl)(Cl)Cl.[F:25][C:26]1[C:34](O)=[CH:33][CH:32]=[C:31]2[C:27]=1[CH:28]=[C:29]([CH3:36])[NH:30]2.[H-].[Na+]. The catalyst is ClCCl.CN(C=O)C. The product is [F:25][C:26]1[C:34]([O:18][C:12]2[C:11]3=[C:10]([CH3:19])[C:9]([O:8][CH2:7][CH2:6][CH2:5][S:2]([CH3:1])(=[O:4])=[O:3])=[CH:17][N:16]3[N:15]=[CH:14][N:13]=2)=[CH:33][CH:32]=[C:31]2[C:27]=1[CH:28]=[C:29]([CH3:36])[NH:30]2. The yield is 0.650. (7) The reactants are [OH:1][CH2:2][C:3]([CH3:29])([C:23]1[CH:28]=[CH:27][CH:26]=[CH:25][CH:24]=1)[CH2:4][CH2:5][CH2:6][CH2:7][S:8][CH2:9][CH2:10][CH2:11][CH2:12][C:13]([CH3:22])([C:16]1[CH:21]=[CH:20][CH:19]=[CH:18][CH:17]=1)[CH2:14][OH:15].[OH:30]O. The catalyst is C(O)(=O)C.O. The product is [OH:1][CH2:2][C:3]([CH3:29])([C:23]1[CH:28]=[CH:27][CH:26]=[CH:25][CH:24]=1)[CH2:4][CH2:5][CH2:6][CH2:7][S:8]([CH2:9][CH2:10][CH2:11][CH2:12][C:13]([CH3:22])([C:16]1[CH:21]=[CH:20][CH:19]=[CH:18][CH:17]=1)[CH2:14][OH:15])=[O:30]. The yield is 0.880.